Task: Predict the product of the given reaction.. Dataset: Forward reaction prediction with 1.9M reactions from USPTO patents (1976-2016) (1) The product is: [CH3:7][C:5]([NH:6][C:2](=[O:3])[CH3:1])([CH3:8])[CH2:4][S:15][C:9]1[CH:14]=[CH:13][CH:12]=[CH:11][CH:10]=1. Given the reactants [CH3:1][C:2]1[O:3][CH2:4][C:5]([CH3:8])([CH3:7])[N:6]=1.[C:9]1([SH:15])[CH:14]=[CH:13][CH:12]=[CH:11][CH:10]=1, predict the reaction product. (2) Given the reactants [Cl:1][C:2]1[CH:12]=[C:11]([Cl:13])[C:10]([NH:14][C:15]2[C:20]([F:21])=[CH:19][C:18]([F:22])=[CH:17][C:16]=2[Cl:23])=[CH:9][C:3]=1[C:4]([O:6]CC)=[O:5].S(=O)(=O)(O)O, predict the reaction product. The product is: [Cl:1][C:2]1[CH:12]=[C:11]([Cl:13])[C:10]([NH:14][C:15]2[C:20]([F:21])=[CH:19][C:18]([F:22])=[CH:17][C:16]=2[Cl:23])=[CH:9][C:3]=1[C:4]([OH:6])=[O:5]. (3) Given the reactants [O:1]=[C:2]1[CH:10]2[CH2:11][C:6]3([NH:13]C(=O)OC(C)(C)C)[CH2:7][CH:8]([CH2:12][CH:4]([CH2:5]3)[NH:3]1)[CH2:9]2.[ClH:21], predict the reaction product. The product is: [ClH:21].[NH2:13][C:6]12[CH2:11][CH:10]3[CH2:9][CH:8]([CH2:12][CH:4]([NH:3][C:2]3=[O:1])[CH2:5]1)[CH2:7]2.[ClH:21]. (4) Given the reactants [NH2:1][C:2]1[CH:22]=[CH:21][C:5]([O:6][C:7]2[CH:12]=[CH:11][CH:10]=[CH:9][C:8]=2[C:13]2[CH:18]=[CH:17][N:16]=[C:15]([NH:19][CH3:20])[N:14]=2)=[CH:4][CH:3]=1.C1C=C(O[C:30](OC2N=CC=CC=2)=[S:31])N=CC=1, predict the reaction product. The product is: [N:1]([C:2]1[CH:22]=[CH:21][C:5]([O:6][C:7]2[CH:12]=[CH:11][CH:10]=[CH:9][C:8]=2[C:13]2[CH:18]=[CH:17][N:16]=[C:15]([NH:19][CH3:20])[N:14]=2)=[CH:4][CH:3]=1)=[C:30]=[S:31]. (5) Given the reactants [CH3:1]C(OC(/N=N/C(OC(C)C)=O)=O)C.C1C=CC(P(C2C=CC=CC=2)C2C=CC=CC=2)=CC=1.CO.[Cl:36][C:37]1[C:60]([Cl:61])=[CH:59][CH:58]=[CH:57][C:38]=1[CH2:39][C:40]1[C:41]([OH:56])=[N:42][NH:43][C:44]=1[N:45]1[C:53](=[O:54])[C:52]2[C:47](=[CH:48][CH:49]=[CH:50][CH:51]=2)[C:46]1=[O:55], predict the reaction product. The product is: [Cl:36][C:37]1[C:60]([Cl:61])=[CH:59][CH:58]=[CH:57][C:38]=1[CH2:39][C:40]1[C:41]([O:56][CH3:1])=[N:42][NH:43][C:44]=1[N:45]1[C:46](=[O:55])[C:47]2[C:52](=[CH:51][CH:50]=[CH:49][CH:48]=2)[C:53]1=[O:54].